From a dataset of Full USPTO retrosynthesis dataset with 1.9M reactions from patents (1976-2016). Predict the reactants needed to synthesize the given product. (1) The reactants are: O[C:2]1[CH:3]=[C:4]([CH:7]=[C:8]([OH:10])[CH:9]=1)[CH:5]=[O:6].[C:11]([O-:14])([O-])=O.[K+].[K+].[CH3:17][C:18]1([CH3:33])[CH:27]([CH3:28])C=CC(CCCC)(S([O-])(=O)=O)[CH2:19]1. Given the product [CH3:33][C:18]([CH3:17])([CH3:19])[CH2:27][CH2:28][O:10][C:8]1[CH:7]=[C:4]([CH:3]=[C:2]([O:14][CH2:11][CH2:17][C:18]([CH3:33])([CH3:27])[CH3:19])[CH:9]=1)[CH:5]=[O:6], predict the reactants needed to synthesize it. (2) Given the product [CH3:21][O:20][C:3]1[CH:4]=[CH:5][C:6]2[C:11](=[CH:10][CH:9]=[C:8]([C:12]3[CH:17]=[CH:16][C:15]([O:18][CH3:19])=[CH:14][CH:13]=3)[CH:7]=2)[C:2]=1[C:22]#[N:23], predict the reactants needed to synthesize it. The reactants are: Br[C:2]1[C:11]2[C:6](=[CH:7][C:8]([C:12]3[CH:17]=[CH:16][C:15]([O:18][CH3:19])=[CH:14][CH:13]=3)=[CH:9][CH:10]=2)[CH:5]=[CH:4][C:3]=1[O:20][CH3:21].[C:22]([Cu])#[N:23].CN(C=O)C. (3) Given the product [CH3:1][C:2]1[CH:11]=[CH:10][C:5]([C:6]([O:8][CH3:9])=[O:7])=[CH:4][C:3]=1[N:12]1[CH:21]=[CH:20][C:19]2[C:14](=[CH:15][C:16]([N:87]3[CH2:88][CH2:89][N:84]([CH3:83])[CH2:85][CH2:86]3)=[CH:17][CH:18]=2)[C:13]1=[O:30], predict the reactants needed to synthesize it. The reactants are: [CH3:1][C:2]1[CH:11]=[CH:10][C:5]([C:6]([O:8][CH3:9])=[O:7])=[CH:4][C:3]=1[N:12]1[CH:21]=[CH:20][C:19]2[C:14](=[CH:15][C:16](OS(C(F)(F)F)(=O)=O)=[CH:17][CH:18]=2)[C:13]1=[O:30].C1C=CC(P(C2C(C3C(P(C4C=CC=CC=4)C4C=CC=CC=4)=CC=C4C=3C=CC=C4)=C3C(C=CC=C3)=CC=2)C2C=CC=CC=2)=CC=1.C(=O)([O-])[O-].[Cs+].[Cs+].[CH3:83][N:84]1[CH2:89][CH2:88][NH:87][CH2:86][CH2:85]1. (4) The reactants are: [C:1]([O:5][C:6]([N:8]([CH2:13][CH3:14])[CH2:9][C:10]([OH:12])=O)=[O:7])([CH3:4])([CH3:3])[CH3:2].[F:15][C:16]([F:32])([F:31])[C:17]1[CH:22]=[CH:21][C:20]([C:23]2[CH:28]=[CH:27][CH:26]=[C:25]([CH2:29][NH2:30])[CH:24]=2)=[CH:19][CH:18]=1.O.ON1C2C=CC=CC=2N=N1.C(N(CC)C(C)C)(C)C.C1CN(C(ON2N=NC3C2=CC=CC=3)=[N+]2CCCC2)CC1.F[P-](F)(F)(F)(F)F. Given the product [CH2:13]([N:8]([CH2:9][C:10](=[O:12])[NH:30][CH2:29][C:25]1[CH:24]=[C:23]([C:20]2[CH:21]=[CH:22][C:17]([C:16]([F:15])([F:31])[F:32])=[CH:18][CH:19]=2)[CH:28]=[CH:27][CH:26]=1)[C:6](=[O:7])[O:5][C:1]([CH3:2])([CH3:3])[CH3:4])[CH3:14], predict the reactants needed to synthesize it.